Dataset: Full USPTO retrosynthesis dataset with 1.9M reactions from patents (1976-2016). Task: Predict the reactants needed to synthesize the given product. Given the product [C:12]([O:11][C:9]([NH:21][C:22]1[CH:23]=[C:24]([CH:29]=[CH:30][N:31]=1)[C:25]([O:27][CH3:28])=[O:26])=[O:10])([CH3:13])([CH3:14])[CH3:15], predict the reactants needed to synthesize it. The reactants are: [C:12]([O:11][C:9](O[C:9]([O:11][C:12]([CH3:15])([CH3:14])[CH3:13])=[O:10])=[O:10])([CH3:15])([CH3:14])[CH3:13].CC(O)(C)C.[NH2:21][C:22]1[CH:23]=[C:24]([CH:29]=[CH:30][N:31]=1)[C:25]([O:27][CH3:28])=[O:26].